This data is from Forward reaction prediction with 1.9M reactions from USPTO patents (1976-2016). The task is: Predict the product of the given reaction. (1) Given the reactants C[O:2][C:3]1[CH:4]=[C:5]2[C:9](=[CH:10][CH:11]=1)[C:8](=[O:12])[O:7][C:6]2([CH3:14])[CH3:13].B(Br)(Br)Br.ClCCl, predict the reaction product. The product is: [OH:2][C:3]1[CH:4]=[C:5]2[C:9](=[CH:10][CH:11]=1)[C:8](=[O:12])[O:7][C:6]2([CH3:14])[CH3:13]. (2) Given the reactants [O:1]1[CH2:7][CH2:6][CH2:5][C:4](=O)[C:3]2[CH:9]=[CH:10][CH:11]=[CH:12][C:2]1=2.O=P(Cl)(Cl)[Cl:15].CN(C)[CH:20]=[O:21], predict the reaction product. The product is: [Cl:15][C:4]1[C:3]2[CH:9]=[CH:10][CH:11]=[CH:12][C:2]=2[O:1][CH2:7][CH2:6][C:5]=1[CH:20]=[O:21]. (3) Given the reactants [C:1]([O:4][CH2:5][C:6](Cl)=[O:7])(=[O:3])[CH3:2].[Br:9][C:10]1[CH:11]=[C:12]([C:24]([CH3:27])([CH3:26])[CH3:25])[C:13]([O:22][CH3:23])=[C:14]([N:16]2[CH2:21][CH2:20][NH:19][CH2:18][CH2:17]2)[CH:15]=1.C(N(CC)CC)C, predict the reaction product. The product is: [C:1]([O:4][CH2:5][C:6]([N:19]1[CH2:18][CH2:17][N:16]([C:14]2[CH:15]=[C:10]([Br:9])[CH:11]=[C:12]([C:24]([CH3:25])([CH3:27])[CH3:26])[C:13]=2[O:22][CH3:23])[CH2:21][CH2:20]1)=[O:7])(=[O:3])[CH3:2]. (4) Given the reactants Cl[C:2]1[CH:3]=[C:4]2[C:9](=[CH:10][CH:11]=1)[O:8][CH2:7][CH2:6][CH:5]2[O:12][C:13]1[CH:18]=[CH:17][CH:16]=[CH:15][C:14]=1[CH2:19][C:20]([O:22]C)=[O:21].Cl.[NH2:25][CH2:26][C:27]1[CH:28]=[C:29](B(O)O)[CH:30]=[CH:31][CH:32]=1, predict the reaction product. The product is: [NH2:25][CH2:26][C:27]1[CH:28]=[C:29]([C:2]2[CH:3]=[C:4]3[C:9](=[CH:10][CH:11]=2)[O:8][CH2:7][CH2:6][CH:5]3[O:12][C:13]2[CH:18]=[CH:17][CH:16]=[CH:15][C:14]=2[CH2:19][C:20]([OH:22])=[O:21])[CH:30]=[CH:31][CH:32]=1.